From a dataset of Forward reaction prediction with 1.9M reactions from USPTO patents (1976-2016). Predict the product of the given reaction. (1) Given the reactants C[O:2][C:3](=[O:34])[CH2:4][O:5][C:6]1[CH:15]=[CH:14][C:13]([Cl:16])=[C:12]2[C:7]=1[C:8]([CH3:33])=[C:9]([CH2:21][C:22]1[CH:27]=[CH:26][C:25]([S:28]([CH3:31])(=[O:30])=[O:29])=[CH:24][C:23]=1[Cl:32])[C:10]([O:17][CH:18]([F:20])[F:19])=[N:11]2.CO.[OH-].[Li+], predict the reaction product. The product is: [Cl:16][C:13]1[CH:14]=[CH:15][C:6]([O:5][CH2:4][C:3]([OH:34])=[O:2])=[C:7]2[C:12]=1[N:11]=[C:10]([O:17][CH:18]([F:19])[F:20])[C:9]([CH2:21][C:22]1[CH:27]=[CH:26][C:25]([S:28]([CH3:31])(=[O:29])=[O:30])=[CH:24][C:23]=1[Cl:32])=[C:8]2[CH3:33]. (2) Given the reactants N(C(C)(C)C#N)=N[C:3](C)(C)C#N.[CH3:13][C:14]([C:16]([O:18][CH2:19][CH2:20][CH2:21][Si:22](OC)([O:25][CH3:26])[O:23][CH3:24])=[O:17])=[CH2:15], predict the reaction product. The product is: [C:16]([O:18][CH2:19][CH2:20][CH2:21][Si:22]([CH3:3])([O:25][CH3:26])[O:23][CH3:24])(=[O:17])[C:14]([CH3:13])=[CH2:15]. (3) Given the reactants Br[C:2]1[CH:15]=[N:14][C:5]2[NH:6][C:7]3[CH:12]=[N:11][C:10](Br)=[CH:9][C:8]=3[C:4]=2[CH:3]=1.[CH3:16][N:17]1[CH:21]=[C:20](B2OC(C)(C)C(C)(C)O2)[CH:19]=[N:18]1.C(=O)([O-])[O-].[Na+].[Na+], predict the reaction product. The product is: [CH3:16][N:17]1[CH:21]=[C:20]([C:2]2[CH:15]=[N:14][C:5]3[NH:6][C:7]4[CH:12]=[N:11][C:10]([C:20]5[CH:19]=[N:18][N:17]([CH3:16])[CH:21]=5)=[CH:9][C:8]=4[C:4]=3[CH:3]=2)[CH:19]=[N:18]1. (4) Given the reactants [Br:1][C:2]1[CH:7]=[CH:6][C:5]([NH:8]N)=[CH:4][CH:3]=1.[CH:10](=O)[CH2:11][CH:12]([CH3:14])[CH3:13], predict the reaction product. The product is: [Br:1][C:2]1[CH:7]=[C:6]2[C:5](=[CH:4][CH:3]=1)[NH:8][CH:10]=[C:11]2[CH:12]([CH3:14])[CH3:13].